This data is from HIV replication inhibition screening data with 41,000+ compounds from the AIDS Antiviral Screen. The task is: Binary Classification. Given a drug SMILES string, predict its activity (active/inactive) in a high-throughput screening assay against a specified biological target. (1) The result is 0 (inactive). The compound is CCOC1CN=C(Nc2cccc3ccccc23)S1. (2) The molecule is CC(C)(C)C1CCC2c3c([nH]c4ccccc34)C3C(=O)N(c4cccc(Cl)c4)C(=O)C3C2C1. The result is 0 (inactive). (3) The molecule is O=C1C2C(C(=O)N1c1ccccc1)C1c3ccccc3C2S1(=O)=O. The result is 0 (inactive). (4) The molecule is c1cc(CCSSCCc2ccncc2)ccn1. The result is 0 (inactive). (5) The result is 0 (inactive). The drug is Oc1nc(O)c2nc(O)nc(O)c2n1.